Task: Predict the reaction yield, written as a fraction of the theoretical maximum amount of product (1.0 means a 100% yield; for example, 0.34 means a 34% yield).. Dataset: Reaction yield outcomes from USPTO patents with 853,638 reactions (1) The reactants are [NH2:1][C:2]1[CH:3]=[C:4]([NH:8][S:9]([CH3:12])(=[O:11])=[O:10])[CH:5]=[CH:6][CH:7]=1.N1([C:18](N2C=CN=C2)=[S:19])C=CN=C1. The catalyst is C(Cl)Cl. The product is [N:1]([C:2]1[CH:3]=[C:4]([NH:8][S:9]([CH3:12])(=[O:11])=[O:10])[CH:5]=[CH:6][CH:7]=1)=[C:18]=[S:19]. The yield is 0.910. (2) The yield is 0.330. The product is [CH3:1][O:2][C:3]1[CH:11]=[CH:10][CH:9]=[CH:8][C:4]=1[C:5]1[O:6][N:15]=[C:14]([CH2:16][CH2:17][CH2:18][CH2:19][C:20]([O:22][CH3:23])=[O:21])[N:13]=1. The reactants are [CH3:1][O:2][C:3]1[CH:11]=[CH:10][CH:9]=[CH:8][C:4]=1[C:5](Cl)=[O:6].O[NH:13][C:14]([CH2:16][CH2:17][CH2:18][CH2:19][C:20]([O:22][CH3:23])=[O:21])=[NH:15]. The catalyst is N1C=CC=CC=1. (3) The reactants are [OH:1][CH2:2][C@@H:3]1[N:8]([C:9]([O:11][CH2:12][C:13]2[CH:18]=[CH:17][CH:16]=[CH:15][CH:14]=2)=[O:10])[CH2:7][C@@H:6]([C:19]([O:21]C)=[O:20])[CH2:5][CH2:4]1.O.[OH-].[Li+]. The catalyst is CO.O. The product is [CH2:12]([O:11][C:9]([N:8]1[C@@H:3]([CH2:2][OH:1])[CH2:4][CH2:5][C@H:6]([C:19]([OH:21])=[O:20])[CH2:7]1)=[O:10])[C:13]1[CH:18]=[CH:17][CH:16]=[CH:15][CH:14]=1. The yield is 0.818. (4) The reactants are N([O-])=O.[Na+].[F:5][C:6]1[CH:11]=[C:10]([CH3:12])[CH:9]=[CH:8][C:7]=1N.C(=O)(O)[O-].[Na+].[C:19]([Cu])#[N:20].[C-]#N.[K+]. The catalyst is O.Cl.C(OCC)(=O)C. The product is [F:5][C:6]1[CH:11]=[C:10]([CH3:12])[CH:9]=[CH:8][C:7]=1[C:19]#[N:20]. The yield is 0.460.